From a dataset of NCI-60 drug combinations with 297,098 pairs across 59 cell lines. Regression. Given two drug SMILES strings and cell line genomic features, predict the synergy score measuring deviation from expected non-interaction effect. (1) Drug 1: CC(CN1CC(=O)NC(=O)C1)N2CC(=O)NC(=O)C2. Drug 2: CC1OCC2C(O1)C(C(C(O2)OC3C4COC(=O)C4C(C5=CC6=C(C=C35)OCO6)C7=CC(=C(C(=C7)OC)O)OC)O)O. Cell line: SK-MEL-2. Synergy scores: CSS=33.2, Synergy_ZIP=-0.287, Synergy_Bliss=2.97, Synergy_Loewe=4.55, Synergy_HSA=6.56. (2) Drug 1: C1CC(C1)(C(=O)O)C(=O)O.[NH2-].[NH2-].[Pt+2]. Drug 2: C(CCl)NC(=O)N(CCCl)N=O. Cell line: NCI-H460. Synergy scores: CSS=45.3, Synergy_ZIP=-0.986, Synergy_Bliss=-0.871, Synergy_Loewe=-14.3, Synergy_HSA=-0.780. (3) Drug 1: CS(=O)(=O)C1=CC(=C(C=C1)C(=O)NC2=CC(=C(C=C2)Cl)C3=CC=CC=N3)Cl. Drug 2: C#CCC(CC1=CN=C2C(=N1)C(=NC(=N2)N)N)C3=CC=C(C=C3)C(=O)NC(CCC(=O)O)C(=O)O. Cell line: HCT116. Synergy scores: CSS=-2.68, Synergy_ZIP=-7.42, Synergy_Bliss=-18.5, Synergy_Loewe=-39.5, Synergy_HSA=-19.7. (4) Drug 1: CCC1=CC2CC(C3=C(CN(C2)C1)C4=CC=CC=C4N3)(C5=C(C=C6C(=C5)C78CCN9C7C(C=CC9)(C(C(C8N6C)(C(=O)OC)O)OC(=O)C)CC)OC)C(=O)OC.C(C(C(=O)O)O)(C(=O)O)O. Drug 2: CN(CC1=CN=C2C(=N1)C(=NC(=N2)N)N)C3=CC=C(C=C3)C(=O)NC(CCC(=O)O)C(=O)O. Cell line: RPMI-8226. Synergy scores: CSS=51.3, Synergy_ZIP=2.63, Synergy_Bliss=3.06, Synergy_Loewe=-9.01, Synergy_HSA=1.89. (5) Synergy scores: CSS=36.8, Synergy_ZIP=-7.19, Synergy_Bliss=-7.44, Synergy_Loewe=-5.43, Synergy_HSA=-4.57. Drug 1: CN(C)N=NC1=C(NC=N1)C(=O)N. Cell line: SF-295. Drug 2: C1=C(C(=O)NC(=O)N1)F. (6) Drug 1: CN(C)C1=NC(=NC(=N1)N(C)C)N(C)C. Drug 2: CN(C(=O)NC(C=O)C(C(C(CO)O)O)O)N=O. Cell line: HOP-62. Synergy scores: CSS=-4.04, Synergy_ZIP=1.13, Synergy_Bliss=-0.491, Synergy_Loewe=-4.67, Synergy_HSA=-5.34. (7) Drug 1: CC12CCC3C(C1CCC2=O)CC(=C)C4=CC(=O)C=CC34C. Drug 2: C1C(C(OC1N2C=NC3=C(N=C(N=C32)Cl)N)CO)O. Cell line: HOP-92. Synergy scores: CSS=27.8, Synergy_ZIP=-5.23, Synergy_Bliss=-1.82, Synergy_Loewe=-10.8, Synergy_HSA=-0.755. (8) Drug 1: COC1=NC(=NC2=C1N=CN2C3C(C(C(O3)CO)O)O)N. Drug 2: CCN(CC)CCCC(C)NC1=C2C=C(C=CC2=NC3=C1C=CC(=C3)Cl)OC. Cell line: ACHN. Synergy scores: CSS=27.5, Synergy_ZIP=-2.16, Synergy_Bliss=-4.76, Synergy_Loewe=-2.95, Synergy_HSA=-2.64.